Predict the product of the given reaction. From a dataset of Forward reaction prediction with 1.9M reactions from USPTO patents (1976-2016). (1) Given the reactants [Cl:1][C:2]1[CH:7]=[C:6]([OH:8])[CH:5]=[CH:4][C:3]=1[CH:9]([CH3:28])[C:10]([C:16]1[CH:17]=[CH:18][C:19]2[O:24][CH2:23][C:22](=[O:25])[N:21]([CH3:26])[C:20]=2[CH:27]=1)([OH:15])[C:11]([F:14])([F:13])[F:12].Cl[C:30]1[N:31]=[CH:32][C:33]([C:36]([O:38][CH3:39])=[O:37])=[N:34][CH:35]=1.C1N2CCN(CC2)C1, predict the reaction product. The product is: [CH3:39][O:38][C:36]([C:33]1[CH:32]=[N:31][C:30]([O:8][C:6]2[CH:5]=[CH:4][C:3]([CH:9]([CH3:28])[C:10]([OH:15])([C:16]3[CH:17]=[CH:18][C:19]4[O:24][CH2:23][C:22](=[O:25])[N:21]([CH3:26])[C:20]=4[CH:27]=3)[C:11]([F:12])([F:13])[F:14])=[C:2]([Cl:1])[CH:7]=2)=[CH:35][N:34]=1)=[O:37]. (2) Given the reactants [Br:1][C:2]1[C:6]2[S:7][C:8]([C:10]([NH2:12])=O)=[CH:9][C:5]=2[S:4][CH:3]=1.CS(Cl)(=O)=O, predict the reaction product. The product is: [Br:1][C:2]1[C:6]2[S:7][C:8]([C:10]#[N:12])=[CH:9][C:5]=2[S:4][CH:3]=1. (3) The product is: [NH2:42][C:40]1[CH:41]=[CH:36][CH:37]=[CH:38][C:39]=1[NH:44][C:12](=[O:14])[C:11]1[CH:15]=[CH:16][C:8]([CH:7]=[C:6]([C:17]2[CH:18]=[CH:19][C:20]([F:23])=[CH:21][CH:22]=2)[CH2:5][NH:4][CH:1]2[CH2:2][CH2:3]2)=[CH:9][CH:10]=1. Given the reactants [CH:1]1([NH:4][CH2:5][C:6]([C:17]2[CH:22]=[CH:21][C:20]([F:23])=[CH:19][CH:18]=2)=[CH:7][C:8]2[CH:16]=[CH:15][C:11]([C:12]([OH:14])=O)=[CH:10][CH:9]=2)[CH2:3][CH2:2]1.CCN=C=NCCCN(C)C.Cl.[CH:36]1[CH:37]=[CH:38][C:39]2[N:44](O)N=[N:42][C:40]=2[CH:41]=1.O, predict the reaction product.